From a dataset of Reaction yield outcomes from USPTO patents with 853,638 reactions. Predict the reaction yield, written as a fraction of the theoretical maximum amount of product (1.0 means a 100% yield; for example, 0.34 means a 34% yield). (1) The product is [Br:1][C:2]1[CH:3]=[CH:4][CH:5]=[C:6]2[C:29]=1[C:9]1([CH2:10][CH2:11][N:12]([C:15](=[O:28])/[CH:16]=[CH:17]/[C:18]3[CH:23]=[CH:22][CH:21]=[CH:20][C:19]=3[C:24]([F:27])([F:26])[F:25])[CH2:13][CH2:14]1)[CH2:8][CH:7]2[OH:30]. The reactants are [Br:1][C:2]1[CH:3]=[CH:4][CH:5]=[C:6]2[C:29]=1[C:9]1([CH2:14][CH2:13][N:12]([C:15](=[O:28])/[CH:16]=[CH:17]/[C:18]3[CH:23]=[CH:22][CH:21]=[CH:20][C:19]=3[C:24]([F:27])([F:26])[F:25])[CH2:11][CH2:10]1)[CH2:8][C:7]2=[O:30].[BH4-].[Na+]. The catalyst is CO.C1COCC1.C(O)(=O)CC(CC(O)=O)(C(O)=O)O. The yield is 0.0900. (2) The yield is 0.620. The catalyst is C(Cl)Cl.C1COCC1. The reactants are [CH:1]1([C:4]2[N:9]=[CH:8][C:7]([OH:10])=[CH:6][N:5]=2)[CH2:3][CH2:2]1.C(N(CC)CC)C.[F:18][C:19]([F:32])([F:31])[S:20](O[S:20]([C:19]([F:32])([F:31])[F:18])(=[O:22])=[O:21])(=[O:22])=[O:21]. The product is [F:18][C:19]([F:32])([F:31])[S:20]([O:10][C:7]1[CH:6]=[N:5][C:4]([CH:1]2[CH2:3][CH2:2]2)=[N:9][CH:8]=1)(=[O:22])=[O:21].